From a dataset of Forward reaction prediction with 1.9M reactions from USPTO patents (1976-2016). Predict the product of the given reaction. (1) Given the reactants [Cl-].[CH2:2]([O:4][C:5]([C:7]1[C:16]2[C:17]3[C:22]([CH2:23][CH2:24][N+:15]=2[CH:14]=[C:13]2[C:8]=1[CH:9]=[CH:10][C:11]([O:30][CH3:31])=[C:12]2[O:28][CH3:29])=[CH:21][C:20]1[O:25][CH2:26][O:27][C:19]=1[CH:18]=3)=[O:6])[CH3:3].[BH4-].[Na+], predict the reaction product. The product is: [CH3:29][O:28][C:12]1[C:13]2[CH2:14][N:15]3[CH2:24][CH2:23][C:22]4[C:17]([C:16]3=[C:7]([C:5]([O:4][CH2:2][CH3:3])=[O:6])[C:8]=2[CH:9]=[CH:10][C:11]=1[O:30][CH3:31])=[CH:18][C:19]1[O:27][CH2:26][O:25][C:20]=1[CH:21]=4. (2) Given the reactants [F:1][C:2]1[CH:8]=[CH:7][C:5]([NH2:6])=[CH:4][CH:3]=1.[N:9]([O-])=O.[Na+].C([O-])(=O)C.[Na+].[CH2:18]([O:20][C:21](=[NH:28])[CH2:22][C:23]([O:25][CH2:26][CH3:27])=[O:24])[CH3:19], predict the reaction product. The product is: [CH2:18]([O:20][C:21]1[C:22]([C:23]([O:25][CH2:26][CH3:27])=[O:24])=[N:9][N:6]([C:5]2[CH:7]=[CH:8][C:2]([F:1])=[CH:3][CH:4]=2)[N:28]=1)[CH3:19]. (3) Given the reactants [NH2:1][C:2]1[CH:7]=[C:6]([O:8][C:9]2[CH:10]=[CH:11][C:12]([NH:15][C:16]([C:18]3[C:19](=[O:31])[N:20]([C:25]4[CH:30]=[CH:29][CH:28]=[CH:27][CH:26]=4)[N:21]([CH3:24])[C:22]=3[CH3:23])=[O:17])=[N:13][CH:14]=2)[CH:5]=[CH:4][N:3]=1.CCN(CC)CC.[C:39](Cl)(=O)[O:40]C1C=CC=CC=1.[NH:49]1[CH2:54][CH2:53][O:52][CH2:51][CH2:50]1, predict the reaction product. The product is: [CH3:24][N:21]1[C:22]([CH3:23])=[C:18]([C:16]([NH:15][C:12]2[N:13]=[CH:14][C:9]([O:8][C:6]3[CH:5]=[CH:4][N:3]=[C:2]([NH:1][C:39]([N:49]4[CH2:54][CH2:53][O:52][CH2:51][CH2:50]4)=[O:40])[CH:7]=3)=[CH:10][CH:11]=2)=[O:17])[C:19](=[O:31])[N:20]1[C:25]1[CH:26]=[CH:27][CH:28]=[CH:29][CH:30]=1. (4) Given the reactants [C:1]1([C:7]2[C:16]3[C:11](=[C:12]([C:17]([F:20])([F:19])[F:18])[CH:13]=[CH:14][CH:15]=3)[N:10]=[CH:9][C:8]=2[C:21]([C:23]2[CH:28]=[CH:27][CH:26]=[CH:25][CH:24]=2)=[CH2:22])[CH:6]=[CH:5][CH:4]=[CH:3][CH:2]=1.[H][H], predict the reaction product. The product is: [C:1]1([C:7]2[C:16]3[C:11](=[C:12]([C:17]([F:20])([F:18])[F:19])[CH:13]=[CH:14][CH:15]=3)[N:10]=[CH:9][C:8]=2[CH:21]([C:23]2[CH:28]=[CH:27][CH:26]=[CH:25][CH:24]=2)[CH3:22])[CH:2]=[CH:3][CH:4]=[CH:5][CH:6]=1. (5) Given the reactants [F:1][C:2]1[CH:7]=[CH:6][C:5]([C:8]2[O:12][N:11]=[C:10]([C:13]([NH:15][CH2:16][CH2:17][CH2:18][C:19]([O:21]C)=[O:20])=[O:14])[CH:9]=2)=[CH:4][CH:3]=1.[OH-].[Li+], predict the reaction product. The product is: [F:1][C:2]1[CH:3]=[CH:4][C:5]([C:8]2[O:12][N:11]=[C:10]([C:13]([NH:15][CH2:16][CH2:17][CH2:18][C:19]([OH:21])=[O:20])=[O:14])[CH:9]=2)=[CH:6][CH:7]=1. (6) Given the reactants [Cl:1][C:2]1[CH:32]=[CH:31][C:5]2[NH:6][C:7](=[O:30])[C@H:8]([CH2:22][C:23]3[CH:28]=[CH:27][CH:26]=[CH:25][C:24]=3[Cl:29])[N:9]=[C:10]([C:11]3[CH:21]=[CH:20][C:14]4[NH:15][C:16](=[O:19])[N:17]([CH3:18])[C:13]=4[CH:12]=3)[C:4]=2[CH:3]=1.ClC1C=CC=CC=1C[C@@H](C(O)=O)N, predict the reaction product. The product is: [Cl:1][C:2]1[CH:32]=[CH:31][C:5]2[NH:6][C:7](=[O:30])[C@@H:8]([CH2:22][C:23]3[CH:28]=[CH:27][CH:26]=[CH:25][C:24]=3[Cl:29])[N:9]=[C:10]([C:11]3[CH:21]=[CH:20][C:14]4[NH:15][C:16](=[O:19])[N:17]([CH3:18])[C:13]=4[CH:12]=3)[C:4]=2[CH:3]=1. (7) Given the reactants [NH2:1][C:2]1[CH:7]=[CH:6][C:5]([C:8]([N:10]2[CH2:15][CH2:14][N:13]([C:16]3[CH:21]=[CH:20][C:19]([CH3:22])=[CH:18][C:17]=3[CH3:23])[CH2:12][CH2:11]2)=[O:9])=[C:4]([C:24]([F:27])([F:26])[F:25])[CH:3]=1.Cl[CH2:29][CH2:30][CH2:31][S:32](Cl)(=[O:34])=[O:33], predict the reaction product. The product is: [CH3:23][C:17]1[CH:18]=[C:19]([CH3:22])[CH:20]=[CH:21][C:16]=1[N:13]1[CH2:14][CH2:15][N:10]([C:8]([C:5]2[CH:6]=[CH:7][C:2]([N:1]3[CH2:29][CH2:30][CH2:31][S:32]3(=[O:34])=[O:33])=[CH:3][C:4]=2[C:24]([F:27])([F:26])[F:25])=[O:9])[CH2:11][CH2:12]1. (8) Given the reactants [F:1][C:2]1[CH:7]=[CH:6][C:5]([CH:8]([C:13]2[CH:18]=[CH:17][C:16]([F:19])=[CH:15][CH:14]=2)[C:9]([NH:11][CH3:12])=O)=[CH:4][CH:3]=1.B(F)(F)F.CCOCC, predict the reaction product. The product is: [F:1][C:2]1[CH:7]=[CH:6][C:5]([CH:8]([C:13]2[CH:14]=[CH:15][C:16]([F:19])=[CH:17][CH:18]=2)[CH2:9][NH:11][CH3:12])=[CH:4][CH:3]=1. (9) Given the reactants [CH3:1][C@@H:2]([OH:71])[C@@H:3]1[NH:27][C:25](=[O:26])[C@H:24]([CH2:28][CH2:29][CH2:30][CH2:31][NH2:32])[NH:23][C:21](=[O:22])[C@@H:20]([CH2:33][C:34]2[C:38]3[CH:39]=[CH:40][CH:41]=[CH:42][C:37]=3[NH:36][CH:35]=2)[NH:19][C:17](=[O:18])[C@H:16]([CH2:43][C:44]2[CH:45]=[CH:46][CH:47]=[CH:48][CH:49]=2)[NH:15][C:13](=[O:14])[C@@H:12]([NH:50][C:51]([C@H:53]([NH2:61])[CH2:54][C:55]2[CH:56]=[CH:57][CH:58]=[CH:59][CH:60]=2)=[O:52])[CH2:11][S:10][S:9][CH2:8][C@@H:7]([C:62]([NH:64][C@@H:65]([C@H:68]([OH:70])[CH3:69])[CH2:66][OH:67])=[O:63])[NH:6][C:4]1=[O:5].CC(O)=O, predict the reaction product. The product is: [CH3:1][C@@H:2]([OH:71])[C@@H:3]1[NH:27][C:25](=[O:26])[C@H:24]([CH2:28][CH2:29][CH2:30][CH2:31][NH2:32])[NH:23][C:21](=[O:22])[C@@H:20]([CH2:33][C:34]2[C:38]3[CH:39]=[CH:40][CH:41]=[CH:42][C:37]=3[NH:36][CH:35]=2)[NH:19][C:17](=[O:18])[C@H:16]([CH2:43][C:44]2[CH:49]=[CH:48][CH:47]=[CH:46][CH:45]=2)[NH:15][C:13](=[O:14])[C@@H:12]([NH:50][C:51]([C@H:53]([NH2:61])[CH2:54][C:55]2[CH:60]=[CH:59][CH:58]=[CH:57][CH:56]=2)=[O:52])[CH2:11][S:10][S:9][CH2:8][C@@H:7]([C:62]([NH:64][C@@H:65]([C@H:68]([OH:70])[CH3:69])[CH2:66][OH:67])=[O:63])[NH:6][C:4]1=[O:5]. (10) Given the reactants [CH:1]1([C:6]([OH:8])=O)[CH2:5][CH:4]=[CH:3][CH2:2]1.C(N1C=CN=C1)(N1C=CN=C1)=O.[CH3:21][NH:22][O:23][CH3:24].O, predict the reaction product. The product is: [CH3:21][N:22]([O:23][CH3:24])[C:6]([CH:1]1[CH2:5][CH:4]=[CH:3][CH2:2]1)=[O:8].